Dataset: Full USPTO retrosynthesis dataset with 1.9M reactions from patents (1976-2016). Task: Predict the reactants needed to synthesize the given product. (1) Given the product [O:1]=[C:2]1[C:10]([C:11]([OH:13])=[O:12])=[C:5]2[CH2:6][CH2:7][CH2:8][CH2:9][N:4]2[N:3]1[C:16]1[CH:17]=[CH:18][CH:19]=[CH:20][CH:21]=1, predict the reactants needed to synthesize it. The reactants are: [O:1]=[C:2]1[C:10]([C:11]([O:13]CC)=[O:12])=[C:5]2[CH2:6][CH2:7][CH2:8][CH2:9][N:4]2[N:3]1[C:16]1[CH:21]=[CH:20][CH:19]=[CH:18][CH:17]=1.[OH-].[Na+]. (2) Given the product [NH2:1][C@H:2]([C:4]1[N:5]([C:16]2[CH:21]=[CH:20][CH:19]=[CH:18][CH:17]=2)[C:6](=[O:15])[C:7]2[C:12]([CH:13]=1)=[CH:11][CH:10]=[CH:9][C:8]=2[C:26]1[CH:25]=[N:24][N:23]([CH3:22])[CH:27]=1)[CH3:3], predict the reactants needed to synthesize it. The reactants are: [NH2:1][C@H:2]([C:4]1[N:5]([C:16]2[CH:21]=[CH:20][CH:19]=[CH:18][CH:17]=2)[C:6](=[O:15])[C:7]2[C:12]([CH:13]=1)=[CH:11][CH:10]=[CH:9][C:8]=2Cl)[CH3:3].[CH3:22][N:23]1[CH:27]=[C:26](B(O)O)[CH:25]=[N:24]1.C([O-])([O-])=O.[Na+].[Na+]. (3) The reactants are: CCOC(/N=N/C(OCC)=O)=O.[OH:13][C:14]1[CH:21]=[CH:20][C:17]([CH:18]=[O:19])=[CH:16][CH:15]=1.[CH:22]1(O)[CH2:27][CH2:26][CH2:25][CH2:24][CH2:23]1.C1(P(C2C=CC=CC=2)C2C=CC=CC=2)C=CC=CC=1. Given the product [CH:22]1([O:13][C:14]2[CH:21]=[CH:20][C:17]([CH:18]=[O:19])=[CH:16][CH:15]=2)[CH2:27][CH2:26][CH2:25][CH2:24][CH2:23]1, predict the reactants needed to synthesize it.